This data is from Reaction yield outcomes from USPTO patents with 853,638 reactions. The task is: Predict the reaction yield, written as a fraction of the theoretical maximum amount of product (1.0 means a 100% yield; for example, 0.34 means a 34% yield). (1) The reactants are [CH2:1]1C(=O)N(Cl)C(=O)C1.[CH:9]1([CH3:19])[CH2:14][CH2:13][CH:12]([CH:15]([CH3:17])[CH3:16])[CH:11]([OH:18])[CH2:10]1.CP([C:22]1[CH:27]=[CH:26]C=[CH:24][CH:23]=1)[C:22]1[CH:27]=[CH:26]C=[CH:24][C:23]=1C. No catalyst specified. The product is [C:17]1([C:15]([CH3:1])([CH3:16])[CH:12]2[CH2:13][CH2:14][CH:9]([CH3:19])[CH2:10][CH:11]2[OH:18])[CH:26]=[CH:27][CH:22]=[CH:23][CH:24]=1. The yield is 0.700. (2) The reactants are Br[CH2:2][C:3]1[CH:4]=[C:5]([C:9]2[CH:13]=[C:12]([CH2:14][CH:15]([CH3:17])[CH3:16])[S:11][C:10]=2[S:18]([NH:21][C:22]([CH3:25])([CH3:24])[CH3:23])(=[O:20])=[O:19])[CH:6]=[CH:7][CH:8]=1.[CH3:26][C:27]1[NH:28][CH:29]=[CH:30][N:31]=1. The catalyst is O1CCOCC1. The product is [CH3:26][C:27]1[N:28]([CH2:2][C:3]2[CH:4]=[C:5]([C:9]3[CH:13]=[C:12]([CH2:14][CH:15]([CH3:17])[CH3:16])[S:11][C:10]=3[S:18]([NH:21][C:22]([CH3:25])([CH3:24])[CH3:23])(=[O:20])=[O:19])[CH:6]=[CH:7][CH:8]=2)[CH:29]=[CH:30][N:31]=1. The yield is 0.770. (3) The reactants are [NH2:1][C:2]1[CH:3]=[C:4]([CH:25]=[CH:26][C:27]=1[NH2:28])[C:5]([NH:7][N:8]=[C:9]([C:11]1[C:15]([OH:16])=[C:14]([C:17]2[CH:22]=[CH:21][C:20]([Cl:23])=[C:19]([Cl:24])[CH:18]=2)[S:13][CH:12]=1)[CH3:10])=[O:6].CC(C)([O-])C.[Na+].C1N=CN([C:40](N2C=NC=C2)=[S:41])C=1.Cl. The catalyst is O1CCCC1. The product is [Cl:24][C:19]1[CH:18]=[C:17]([C:14]2[S:13][CH:12]=[C:11]([C:9](=[N:8][NH:7][C:5]([C:4]3[CH:25]=[CH:26][C:27]4[NH:28][C:40](=[S:41])[NH:1][C:2]=4[CH:3]=3)=[O:6])[CH3:10])[C:15]=2[OH:16])[CH:22]=[CH:21][C:20]=1[Cl:23]. The yield is 0.520. (4) The reactants are [Cl:1][C:2]1[CH:29]=[CH:28][C:5]([CH2:6][O:7][C:8]2[C:9]([O:25][CH2:26][CH3:27])=[C:10]([CH:14]([C:16]3[C:24]4[C:19](=[N:20][CH:21]=[CH:22][CH:23]=4)[NH:18][CH:17]=3)[OH:15])[CH:11]=[CH:12][CH:13]=2)=[CH:4][CH:3]=1.CC(OI1(OC(C)=O)(OC(C)=O)OC(=O)C2C=CC=CC1=2)=O. The catalyst is O1CCCC1. The product is [Cl:1][C:2]1[CH:29]=[CH:28][C:5]([CH2:6][O:7][C:8]2[C:9]([O:25][CH2:26][CH3:27])=[C:10]([C:14]([C:16]3[C:24]4[C:19](=[N:20][CH:21]=[CH:22][CH:23]=4)[NH:18][CH:17]=3)=[O:15])[CH:11]=[CH:12][CH:13]=2)=[CH:4][CH:3]=1. The yield is 0.750. (5) The yield is 0.610. The product is [CH2:10]([C:2]1[S:22][C:20]([C:19]2[CH:23]=[C:24]([F:27])[CH:25]=[CH:26][C:18]=2[F:17])=[N:21][C:3]=1[C:4]([O:6][CH2:7][CH3:8])=[O:5])[C:11]1[CH:16]=[CH:15][CH:14]=[CH:13][CH:12]=1. The catalyst is CO. The reactants are Br[CH:2]([CH2:10][C:11]1[CH:16]=[CH:15][CH:14]=[CH:13][CH:12]=1)[C:3](=O)[C:4]([O:6][CH2:7][CH3:8])=[O:5].[F:17][C:18]1[CH:26]=[CH:25][C:24]([F:27])=[CH:23][C:19]=1[C:20](=[S:22])[NH2:21]. (6) The reactants are [CH3:1][O:2][C:3](=[O:14])[C:4]1[CH:9]=[C:8]([N+:10]([O-:12])=[O:11])[CH:7]=[C:6](I)[CH:5]=1.[B:15]1([B:15]2[O:19][C:18]([CH3:21])([CH3:20])[C:17]([CH3:23])([CH3:22])[O:16]2)[O:19][C:18]([CH3:21])([CH3:20])[C:17]([CH3:23])([CH3:22])[O:16]1.CC([O-])=O.[K+]. The catalyst is CS(C)=O. The product is [CH3:1][O:2][C:3](=[O:14])[C:4]1[CH:5]=[C:6]([B:15]2[O:19][C:18]([CH3:21])([CH3:20])[C:17]([CH3:23])([CH3:22])[O:16]2)[CH:7]=[C:8]([N+:10]([O-:12])=[O:11])[CH:9]=1. The yield is 0.670. (7) The reactants are [C:1]1([C:7]2[CH:12]=[CH:11][CH:10]=[CH:9][C:8]=2[C:13]2[CH:18]=[CH:17][C:16]([C:19]3(O)[C:32]4[CH:31]=[CH:30][CH:29]=[CH:28][C:27]=4[C:26]([C:34]4[CH:39]=[CH:38][C:37]([C:40]5[CH:45]=[CH:44][CH:43]=[CH:42][C:41]=5[C:46]5[CH:51]=[CH:50][CH:49]=[CH:48][CH:47]=5)=[CH:36][CH:35]=4)(O)[C:25]4[C:20]3=[CH:21][CH:22]=[CH:23][CH:24]=4)=[CH:15][CH:14]=2)[CH:6]=[CH:5][CH:4]=[CH:3][CH:2]=1.I.[PH2](O)=O. The catalyst is C(O)(=O)C. The product is [C:46]1([C:41]2[CH:42]=[CH:43][CH:44]=[CH:45][C:40]=2[C:37]2[CH:36]=[CH:35][C:34]([C:26]3[C:25]4[C:20]([C:19]([C:16]5[CH:15]=[CH:14][C:13]([C:8]6[CH:9]=[CH:10][CH:11]=[CH:12][C:7]=6[C:1]6[CH:6]=[CH:5][CH:4]=[CH:3][CH:2]=6)=[CH:18][CH:17]=5)=[C:32]5[C:27]=3[CH:28]=[CH:29][CH:30]=[CH:31]5)=[CH:21][CH:22]=[CH:23][CH:24]=4)=[CH:39][CH:38]=2)[CH:47]=[CH:48][CH:49]=[CH:50][CH:51]=1. The yield is 0.880.